This data is from Catalyst prediction with 721,799 reactions and 888 catalyst types from USPTO. The task is: Predict which catalyst facilitates the given reaction. Reactant: [H-].[Na+].[C:3]([C:5]1[CH:27]=[CH:26][C:8]([CH2:9][N:10]2[CH2:17][CH:16]3[O:18][CH:12]([CH2:13][N:14]([CH2:19][CH2:20][NH:21][S:22]([CH3:25])(=[O:24])=[O:23])[CH2:15]3)[CH2:11]2)=[CH:7][CH:6]=1)#[N:4].[CH2:28](Br)[C:29]1[CH:34]=[CH:33][CH:32]=[CH:31][CH:30]=1. Product: [CH2:28]([N:21]([CH2:20][CH2:19][N:14]1[CH2:15][CH:16]2[O:18][CH:12]([CH2:11][N:10]([CH2:9][C:8]3[CH:7]=[CH:6][C:5]([C:3]#[N:4])=[CH:27][CH:26]=3)[CH2:17]2)[CH2:13]1)[S:22]([CH3:25])(=[O:24])=[O:23])[C:29]1[CH:34]=[CH:33][CH:32]=[CH:31][CH:30]=1. The catalyst class is: 3.